The task is: Predict the product of the given reaction.. This data is from Forward reaction prediction with 1.9M reactions from USPTO patents (1976-2016). (1) Given the reactants [CH3:1][O:2][C:3]1[CH:4]=[CH:5][CH:6]=[C:7]2[C:12]=1[O:11][C@@H:10]([CH2:13][O:14][Si](C(C)(C)C)(C)C)[CH2:9][CH2:8]2.[F-].C([N+](CCCC)(CCCC)CCCC)CCC, predict the reaction product. The product is: [CH3:1][O:2][C:3]1[CH:4]=[CH:5][CH:6]=[C:7]2[C:12]=1[O:11][C@@H:10]([CH2:13][OH:14])[CH2:9][CH2:8]2. (2) Given the reactants Br[C:2]1[CH:3]=[CH:4][C:5]([C:8]2[C:12](CO)(CO)[CH2:11][O:10][N:9]=2)=[N:6][CH:7]=1.[O:17]=[C:18]1[N:22]2[C:23]3[CH:24]=[CH:25][C:26](B4OC(C)(C)C(C)(C)O4)=[CH:27][C:28]=3[CH2:29][C@H:21]2[C@H:20]([CH2:39][NH:40][C:41](=[O:43])[CH3:42])[O:19]1.[C:44]([O-:47])([O-])=O.[K+].[K+].[O:50]1CCOC[CH2:51]1.O, predict the reaction product. The product is: [OH:50][CH2:51][C:11]1([CH2:44][OH:47])[O:10][N:9]=[C:8]([C:5]2[N:6]=[CH:7][C:2]([C:26]3[CH:25]=[CH:24][C:23]4[N:22]5[C:18](=[O:17])[O:19][C@@H:20]([CH2:39][NH:40][C:41](=[O:43])[CH3:42])[C@@H:21]5[CH2:29][C:28]=4[CH:27]=3)=[CH:3][CH:4]=2)[CH2:12]1.